Dataset: Experimentally validated miRNA-target interactions with 360,000+ pairs, plus equal number of negative samples. Task: Binary Classification. Given a miRNA mature sequence and a target amino acid sequence, predict their likelihood of interaction. (1) The miRNA is hsa-miR-5089-5p with sequence GUGGGAUUUCUGAGUAGCAUC. The protein sequence of the target gene is MAPTGLLVAGASFLAFRGLHWGLRRLPTPESAARDRWQWWNLCVSLAHSLLSGTGALLGLSLYPQMAADPIHGHPRWALVLVAVSVGYFLADGADLLWNQTLGKTWDLLCHHLVVVSCLSTAVLSGHYVGFSMVSLLLELNSACLHLRKLLLLSRQAPSLAFSVTSWASLATLALFRLVPLGWMSLWLFRQHHQVPLALVTLGGIGLVTVGIMSIILGIRILVNDVLQSRPHPPSPGHEKTRGTRTRRDNGPVTSNSSTLSLKD. Result: 1 (interaction). (2) The miRNA is hsa-miR-3925-5p with sequence AAGAGAACUGAAAGUGGAGCCU. The protein sequence of the target gene is MPQLSQDNQECLQKHFSRPSIWTQFLPLFRAQRYNTDIHQITENEGDLRAVPDIKSFPPAQLPDSPAAPKLFGLLSSPLSSLARFFSHLLRRPPPEAPRRRLDFSPLLPALPAARLSRGHEELPGRLSLLLGAALALPGRPSGGRPLRPPHPVAKPREEDATAGQSSPMPQMGSERMEMRKRQMPAAQDTPGAAPGQPGAGSRGSNACCFCWCCCCSCSCLTVRNQEDQRPTIASHELRADLPTWEESPAPTLEEVNAWAQSFDKLMVTPAGRNAFREFLRTEFSEENMLFWMACEELKK.... Result: 0 (no interaction). (3) The miRNA is hsa-miR-6778-3p with sequence UGCCUCCCUGACAUUCCACAG. The protein sequence of the target gene is MARRRRRACIALFLVLLFAFGTLMGLRTLKAPDGLPALGPGLELAPFERRPEGAPAPAARAPAAPAAPPPPPPPPRTADPGGSPGPAPAEAEPAPVQSLRVYSDLHAFYYSWYGSPRREGHYIHWDHVMVPHWDPKISASYPRGRHSPPDDLGSSFYPELGPYSSRDPEVLREHMTQLKEAAIGVLVLSWYPPGMADDNGEPSDDLVPAILDTAHQYSIQVAFHIQPYKGRDDITVHDNIKYIIDTYGSHGAFYRYKNSMGKSLPLFYIYDSYLTSPEAWAHLLTPNGPHSIRNTPYDGV.... Result: 1 (interaction). (4) The miRNA is mmu-miR-122-5p with sequence UGGAGUGUGACAAUGGUGUUUG. The protein sequence of the target gene is MGPRKPALRTPLLLLFLLLFLDTSVWAQDEVLENLSFSCPKDATRFKHLRKYVYNYEAESSSGVQGTADSRSATKINCKVELEVPQICGFIMRTNQCTLKEVYGFNPEGKALMKKTKNSEEFAAAMSRYELKLAIPEGKQIVLYPDKDEPKYILNIKRGIISALLVPPETEEDQQELFLDTVYGNCSTQVTVNSRKGTVPTEMSTERNLQQCDGFQPISTSVSPLALIKGLVHPLSTLISSSQTCQYTLDPKRKHVSEAVCDEQHLFLPFSYKNKYGIMTRVTQKLSLEDTPKINSRFFS.... Result: 1 (interaction). (5) The miRNA is hsa-miR-3663-3p with sequence UGAGCACCACACAGGCCGGGCGC. The protein sequence of the target gene is MPEQSNDYRVVVFGAGGVGKSSLVLRFVKGTFRDTYIPTIEDTYRQVISCDKSVCTLQITDTTGSHQFPAMQRLSISKGHAFILVFSVTSKQSLEELGPIYKLIVQIKGSVEDIPVMLVGNKCDETQREVDTREAQAVAQEWKCAFMETSAKMNYNVKELFQELLTLETRRNMSLNIDGKRSGKQKRTDRVKGKCTLM. Result: 1 (interaction).